The task is: Predict the product of the given reaction.. This data is from Forward reaction prediction with 1.9M reactions from USPTO patents (1976-2016). Given the reactants [SH-].[Na+].[CH3:3][C:4]1([CH3:13])[O:8][N:7]=[C:6]([S:9]([CH3:12])(=O)=O)[CH2:5]1.C(=O)([O-])[O-].[K+].[K+].C(S([O-])=O)O.[Na+].ClC[C:28]1[C:29]([O:38][CH3:39])=[N:30][CH:31]=[N:32][C:33]=1[C:34]([F:37])([F:36])[F:35], predict the reaction product. The product is: [CH3:3][C:4]1([CH3:13])[O:8][N:7]=[C:6]([S:9][CH2:12][C:28]2[C:29]([O:38][CH3:39])=[N:30][CH:31]=[N:32][C:33]=2[C:34]([F:36])([F:37])[F:35])[CH2:5]1.